Dataset: Catalyst prediction with 721,799 reactions and 888 catalyst types from USPTO. Task: Predict which catalyst facilitates the given reaction. (1) Reactant: CC[N:3]([C:6]1C=C[CH:9]=[CH:10][CH:11]=1)[CH2:4][CH3:5].P(Cl)(Cl)(Cl)=O.CC(C)([O-])C.[K+].[F:23][C:24]1[CH:31]=[CH:30][C:27]([CH:28]=O)=[CH:26][CH:25]=1. Product: [N:3]1[CH:6]=[CH:11][C:10]([C:9]#[C:28][C:27]2[CH:30]=[CH:31][C:24]([F:23])=[CH:25][CH:26]=2)=[CH:5][CH:4]=1. The catalyst class is: 1. (2) The catalyst class is: 2. Product: [C:18]1([NH:17][C:11]([CH:10]2[CH2:14][CH2:15][CH2:16][N:8]([C:1]([O:3][C:4]([CH3:5])([CH3:6])[CH3:7])=[O:2])[CH2:9]2)=[O:13])[CH:23]=[CH:22][CH:21]=[CH:20][CH:19]=1. Reactant: [C:1]([N:8]1[CH2:16][CH2:15][CH2:14][CH:10]([C:11]([OH:13])=O)[CH2:9]1)([O:3][C:4]([CH3:7])([CH3:6])[CH3:5])=[O:2].[NH2:17][C:18]1[CH:23]=[CH:22][CH:21]=[CH:20][CH:19]=1.C1CCC(N=C=NC2CCCCC2)CC1.